This data is from Reaction yield outcomes from USPTO patents with 853,638 reactions. The task is: Predict the reaction yield, written as a fraction of the theoretical maximum amount of product (1.0 means a 100% yield; for example, 0.34 means a 34% yield). (1) The reactants are [Cl:1][C:2]1[C:10]2[NH:9][N:8]=[CH:7][C:6]=2[C:5]2[CH2:11][N:12]([CH2:22][C:23]3[CH:28]=[CH:27][N:26]=[CH:25][CH:24]=3)[C:13](=[O:21])[C@H:14]([CH2:16][C:17]([O:19]C)=[O:18])[CH2:15][C:4]=2[CH:3]=1. The catalyst is Cl. The product is [ClH:1].[ClH:1].[Cl:1][C:2]1[C:10]2[NH:9][N:8]=[CH:7][C:6]=2[C:5]2[CH2:11][N:12]([CH2:22][C:23]3[CH:24]=[CH:25][N:26]=[CH:27][CH:28]=3)[C:13](=[O:21])[C@H:14]([CH2:16][C:17]([OH:19])=[O:18])[CH2:15][C:4]=2[CH:3]=1. The yield is 0.830. (2) The reactants are [CH2:1]([N:3]([CH3:14])[C:4]1[N:13]=[C:7]2[CH:8]=[C:9]([NH2:12])[CH:10]=[CH:11][N:6]2[N:5]=1)[CH3:2].[CH2:15]([O:17][C:18]([C:20]1[CH:21]=[N:22][N:23]([CH3:28])[C:24]=1[C:25](O)=[O:26])=[O:19])[CH3:16].CCCP(=O)=O.C(N(CC)C(C)C)(C)C. The catalyst is O1CCCC1. The product is [CH2:15]([O:17][C:18]([C:20]1[CH:21]=[N:22][N:23]([CH3:28])[C:24]=1[C:25](=[O:26])[NH:12][C:9]1[CH:10]=[CH:11][N:6]2[N:5]=[C:4]([N:3]([CH2:1][CH3:2])[CH3:14])[N:13]=[C:7]2[CH:8]=1)=[O:19])[CH3:16]. The yield is 0.898. (3) The reactants are [H-].[Na+].[N+:3]([C:6]1[CH:20]=[CH:19][C:9]([CH2:10]P(=O)(OCC)OCC)=[CH:8][CH:7]=1)([O-:5])=[O:4].[F:21][C:22]1[CH:23]=[C:24]([CH:27]=[CH:28][CH:29]=1)[CH:25]=O.C(OCC)(=O)C. The catalyst is CN(C)C=O. The product is [F:21][C:22]1[CH:29]=[CH:28][CH:27]=[C:24](/[CH:25]=[CH:10]/[C:9]2[CH:8]=[CH:7][C:6]([N+:3]([O-:5])=[O:4])=[CH:20][CH:19]=2)[CH:23]=1. The yield is 0.820. (4) The reactants are FC(F)(F)C(OC(=O)C(F)(F)F)=[O:4].[Cl:14][C:15]1[C:16]([CH3:27])=[N+:17]([O-])[CH:18]=[C:19]([CH:21]2[O:25][CH2:24][CH2:23][O:22]2)[CH:20]=1.CO.C([O-])([O-])=O.[Na+].[Na+]. The catalyst is C(Cl)Cl. The product is [Cl:14][C:15]1[C:16]([CH2:27][OH:4])=[N:17][CH:18]=[C:19]([CH:21]2[O:25][CH2:24][CH2:23][O:22]2)[CH:20]=1. The yield is 0.630. (5) The reactants are [CH3:1][C:2]1([CH3:40])[CH2:13][C:12]2[CH:11]=[C:10]3[N:5]([CH2:6][CH2:7][N:8]([C:15]4[C:20]([CH:21]=[O:22])=[C:19]([C:23]5[CH:28]=[C:27]([NH:29][C:30]6[CH:35]=[C:34]([CH3:36])[N:33]=[C:32]([CH3:37])[N:31]=6)[C:26](=[O:38])[N:25]([CH3:39])[CH:24]=5)[CH:18]=[CH:17][N:16]=4)[C:9]3=[O:14])[C:4]=2[CH2:3]1.[BH4-].[Na+]. The catalyst is CO. The product is [CH3:37][C:32]1[N:31]=[C:30]([NH:29][C:27]2[C:26](=[O:38])[N:25]([CH3:39])[CH:24]=[C:23]([C:19]3[CH:18]=[CH:17][N:16]=[C:15]([N:8]4[CH2:7][CH2:6][N:5]5[C:4]6[CH2:3][C:2]([CH3:40])([CH3:1])[CH2:13][C:12]=6[CH:11]=[C:10]5[C:9]4=[O:14])[C:20]=3[CH2:21][OH:22])[CH:28]=2)[CH:35]=[C:34]([CH3:36])[N:33]=1. The yield is 0.170.